From a dataset of Forward reaction prediction with 1.9M reactions from USPTO patents (1976-2016). Predict the product of the given reaction. (1) Given the reactants [Li+].[C:2]1([CH3:27])[CH:7]=[CH:6][CH:5]=[CH:4][C:3]=1[CH:8]1[CH2:17][CH2:16][C:15]2[C:10](=[CH:11][CH:12]=[C:13]([O:18][C:19]3[S:20][C:21]([C:24]([O-])=[O:25])=[CH:22][N:23]=3)[CH:14]=2)[O:9]1.CN(C)C=O.ON1C2C=CC=CC=2N=N1.C[N:44]1CC[O:47][CH2:46][CH2:45]1.C(CN)O, predict the reaction product. The product is: [OH:47][CH2:46][CH2:45][NH:44][C:24]([C:21]1[S:20][C:19]([O:18][C:13]2[CH:14]=[C:15]3[C:10](=[CH:11][CH:12]=2)[O:9][CH:8]([C:3]2[CH:4]=[CH:5][CH:6]=[CH:7][C:2]=2[CH3:27])[CH2:17][CH2:16]3)=[N:23][CH:22]=1)=[O:25]. (2) Given the reactants [H-].[H-].[H-].[H-].[Li+].[Al+3].C([O:9][C:10](=O)[CH2:11][CH:12]1[N:17]2[CH:18]=[CH:19][C:20](=[O:30])[C:21]([O:22][CH2:23][C:24]3[CH:29]=[CH:28][CH:27]=[CH:26][CH:25]=3)=[C:16]2[C:15](=[O:31])[N:14]([CH2:32][C:33]2[CH:38]=[CH:37][C:36]([F:39])=[CH:35][CH:34]=2)[CH2:13]1)C, predict the reaction product. The product is: [CH2:23]([O:22][C:21]1[C:20](=[O:30])[CH:19]=[CH:18][N:17]2[CH:12]([CH2:11][CH2:10][OH:9])[CH2:13][N:14]([CH2:32][C:33]3[CH:38]=[CH:37][C:36]([F:39])=[CH:35][CH:34]=3)[C:15](=[O:31])[C:16]=12)[C:24]1[CH:29]=[CH:28][CH:27]=[CH:26][CH:25]=1. (3) Given the reactants Br[C:2]1[C:3]([NH2:9])=[N:4][CH:5]=[C:6]([Cl:8])[CH:7]=1.[C:10]1([C:16]#[CH:17])[CH:15]=[CH:14][CH:13]=[CH:12][CH:11]=1.C(N(CC)CC)C.O.CCOC(C)=O, predict the reaction product. The product is: [Cl:8][C:6]1[CH:7]=[C:2]([C:17]#[C:16][C:10]2[CH:15]=[CH:14][CH:13]=[CH:12][CH:11]=2)[C:3]([NH2:9])=[N:4][CH:5]=1. (4) Given the reactants [Cl:1][C:2]1[C:7]([F:8])=[CH:6][C:5]([CH3:9])=[C:4]([F:10])[CH:3]=1.[Cr](Cl)([O-])(=O)=[O:12].[NH+]1C=CC=CC=1, predict the reaction product. The product is: [Cl:1][C:2]1[C:7]([F:8])=[CH:6][C:5]([CH:9]=[O:12])=[C:4]([F:10])[CH:3]=1. (5) The product is: [ClH:1].[N:2]12[CH2:7][CH2:6][CH:5]([CH2:8][CH2:9]1)[C@@H:4]([NH:10][C:11]([C:13]1[S:14][C:15]3[C:21]([C:22]4[CH:30]=[CH:29][CH:28]=[C:24]([C:25]([N:31]5[CH2:35][CH:34]=[CH:33][CH2:32]5)=[O:27])[CH:23]=4)=[CH:20][CH:19]=[CH:18][C:16]=3[CH:17]=1)=[O:12])[CH2:3]2. Given the reactants [ClH:1].[N:2]12[CH2:9][CH2:8][CH:5]([CH2:6][CH2:7]1)[C@@H:4]([NH:10][C:11]([C:13]1[S:14][C:15]3[C:21]([C:22]4[CH:23]=[C:24]([CH:28]=[CH:29][CH:30]=4)[C:25]([OH:27])=O)=[CH:20][CH:19]=[CH:18][C:16]=3[CH:17]=1)=[O:12])[CH2:3]2.[NH:31]1[CH2:35][CH:34]=[CH:33][CH2:32]1, predict the reaction product. (6) Given the reactants [N:1]([C:4]1[C:14]2=[C:15]3[C:10](=[CH:11][CH:12]=[CH:13]2)[CH2:9][CH2:8][CH2:7][N:6]3[CH:5]=1)=[C:2]=[O:3].[NH2:16][CH2:17][CH2:18][CH2:19][CH2:20][CH2:21][CH2:22][C:23]([NH:25][O:26][CH2:27][C:28]1[CH:33]=[CH:32][CH:31]=[CH:30][CH:29]=1)=[O:24], predict the reaction product. The product is: [CH2:27]([O:26][NH:25][C:23](=[O:24])[CH2:22][CH2:21][CH2:20][CH2:19][CH2:18][CH2:17][NH:16][C:2](=[O:3])[NH:1][C:4]1[C:14]2=[C:15]3[C:10](=[CH:11][CH:12]=[CH:13]2)[CH2:9][CH2:8][CH2:7][N:6]3[CH:5]=1)[C:28]1[CH:33]=[CH:32][CH:31]=[CH:30][CH:29]=1. (7) Given the reactants [Br:1][C:2]1[CH:3]=[CH:4][C:5]([CH2:8][OH:9])=[N:6][CH:7]=1.N1C=CN=C1.[Si:15](Cl)([C:28]([CH3:31])([CH3:30])[CH3:29])([C:22]1[CH:27]=[CH:26][CH:25]=[CH:24][CH:23]=1)[C:16]1[CH:21]=[CH:20][CH:19]=[CH:18][CH:17]=1, predict the reaction product. The product is: [Br:1][C:2]1[CH:3]=[CH:4][C:5]([CH2:8][O:9][Si:15]([C:28]([CH3:31])([CH3:30])[CH3:29])([C:22]2[CH:23]=[CH:24][CH:25]=[CH:26][CH:27]=2)[C:16]2[CH:21]=[CH:20][CH:19]=[CH:18][CH:17]=2)=[N:6][CH:7]=1. (8) Given the reactants [Cl:1][C:2]1[CH:3]=[CH:4][C:5]([C:25]#[N:26])=[C:6]([C:8]2[C:13]([O:14][CH3:15])=[CH:12][N:11]([CH:16]([CH2:20][CH2:21][O:22][CH3:23])[C:17]([OH:19])=O)[C:10](=[O:24])[CH:9]=2)[CH:7]=1.[N:27]1([CH2:33][C:34]2[N:38]3[CH:39]=[C:40]([NH2:43])[CH:41]=[CH:42][C:37]3=[N:36][N:35]=2)[CH2:32][CH2:31][O:30][CH2:29][CH2:28]1.C(P1(=O)OP(CCC)(=O)OP(CCC)(=O)O1)CC, predict the reaction product. The product is: [Cl:1][C:2]1[CH:3]=[CH:4][C:5]([C:25]#[N:26])=[C:6]([C:8]2[C:13]([O:14][CH3:15])=[CH:12][N:11]([CH:16]([CH2:20][CH2:21][O:22][CH3:23])[C:17]([NH:43][C:40]3[CH:41]=[CH:42][C:37]4[N:38]([C:34]([CH2:33][N:27]5[CH2:32][CH2:31][O:30][CH2:29][CH2:28]5)=[N:35][N:36]=4)[CH:39]=3)=[O:19])[C:10](=[O:24])[CH:9]=2)[CH:7]=1.